This data is from Full USPTO retrosynthesis dataset with 1.9M reactions from patents (1976-2016). The task is: Predict the reactants needed to synthesize the given product. (1) Given the product [Cl:1][C:2]1[CH:3]=[C:4]([CH:5]([CH:16]2[CH2:21][CH2:20][O:19][CH2:18][CH2:17]2)[OH:6])[CH:7]=[CH:8][CH:9]=1, predict the reactants needed to synthesize it. The reactants are: [Cl:1][C:2]1[CH:3]=[C:4]([CH:7]=[CH:8][CH:9]=1)[CH:5]=[O:6].C1(CC([CH:16]2[CH2:21][CH2:20][O:19][CH2:18][CH2:17]2)O)CC1. (2) Given the product [CH2:1]([O:3][C:4]([C:6]1([C:9]2[CH:10]=[CH:11][C:12]([C:15]3[CH:20]=[CH:19][C:18]([C:21]4[O:25][N:24]=[C:23]([CH3:26])[C:22]=4[NH:27][CH:36]4[CH2:37][CH2:38][CH2:39][CH2:40][CH:35]4[CH2:28][C:29]4[CH:30]=[CH:31][CH:32]=[CH:33][CH:34]=4)=[CH:17][CH:16]=3)=[CH:13][CH:14]=2)[CH2:8][CH2:7]1)=[O:5])[CH3:2], predict the reactants needed to synthesize it. The reactants are: [CH2:1]([O:3][C:4]([C:6]1([C:9]2[CH:14]=[CH:13][C:12]([C:15]3[CH:20]=[CH:19][C:18]([C:21]4[O:25][N:24]=[C:23]([CH3:26])[C:22]=4[NH2:27])=[CH:17][CH:16]=3)=[CH:11][CH:10]=2)[CH2:8][CH2:7]1)=[O:5])[CH3:2].[CH2:28]([CH:35]1[CH2:40][CH2:39][CH2:38][CH2:37][C:36]1=O)[C:29]1[CH:34]=[CH:33][CH:32]=[CH:31][CH:30]=1.C1COCC1.C([BH3-])#N.[Na+]. (3) The reactants are: [Br:1][C:2]1[CH:3]=[C:4](/[C:10](=[N:12]/[S:13]([C:15]([CH3:18])([CH3:17])[CH3:16])=[O:14])/[CH3:11])[CH:5]=[CH:6][C:7]=1[C:8]#[N:9].CCC(C)[BH-](C(C)CC)C(C)CC.[Li+]. Given the product [Br:1][C:2]1[CH:3]=[C:4]([C@H:10]([NH:12][S:13]([C:15]([CH3:16])([CH3:18])[CH3:17])=[O:14])[CH3:11])[CH:5]=[CH:6][C:7]=1[C:8]#[N:9], predict the reactants needed to synthesize it. (4) Given the product [O:20]1[CH2:21][CH2:22][O:23][CH2:24][CH:19]1[C:18]1[C:12]2[S:11][C:10]([NH:9][C:7](=[O:8])[C:6]3[CH:27]=[CH:28][N:29]=[C:4]([O:33][CH2:32][C:31]([F:35])([F:34])[F:30])[CH:5]=3)=[N:14][C:13]=2[C:15]([O:25][CH3:26])=[CH:16][CH:17]=1, predict the reactants needed to synthesize it. The reactants are: [H-].[Na+].Br[C:4]1[CH:5]=[C:6]([CH:27]=[CH:28][N:29]=1)[C:7]([NH:9][C:10]1[S:11][C:12]2[C:18]([CH:19]3[CH2:24][O:23][CH2:22][CH2:21][O:20]3)=[CH:17][CH:16]=[C:15]([O:25][CH3:26])[C:13]=2[N:14]=1)=[O:8].[F:30][C:31]([F:35])([F:34])[CH2:32][OH:33].C(Cl)(Cl)Cl. (5) Given the product [CH2:10]([O:1][C:2]1[CH:3]=[C:4]([CH:7]=[CH:8][CH:9]=1)[CH:5]=[O:6])[C:11]1[CH:16]=[CH:15][CH:14]=[CH:13][CH:12]=1, predict the reactants needed to synthesize it. The reactants are: [OH:1][C:2]1[CH:3]=[C:4]([CH:7]=[CH:8][CH:9]=1)[CH:5]=[O:6].[CH2:10](Br)[C:11]1[CH:16]=[CH:15][CH:14]=[CH:13][CH:12]=1. (6) Given the product [F:55][C:54]([F:57])([F:56])[C:52]([O:58][CH:45]1[CH2:46][CH2:47][CH2:48][CH:43]([NH:42][C:10]2[C:11]3[C:12](=[N:13][CH:14]=[CH:15][C:16]=3[O:17][C:18]3[CH:23]=[CH:22][C:21]([NH:24][C:25]([C:27]4[C:28](=[O:40])[N:29]([C:33]5[CH:34]=[CH:35][C:36]([F:39])=[CH:37][CH:38]=5)[N:30]=[CH:31][CH:32]=4)=[O:26])=[CH:20][C:19]=3[F:41])[NH:8][N:9]=2)[CH2:44]1)=[O:53], predict the reactants needed to synthesize it. The reactants are: COC1C=CC(C[N:8]2[C:12]3=[N:13][CH:14]=[CH:15][C:16]([O:17][C:18]4[CH:23]=[CH:22][C:21]([NH:24][C:25]([C:27]5[C:28](=[O:40])[N:29]([C:33]6[CH:38]=[CH:37][C:36]([F:39])=[CH:35][CH:34]=6)[N:30]=[CH:31][CH:32]=5)=[O:26])=[CH:20][C:19]=4[F:41])=[C:11]3[C:10]([NH:42][CH:43]3[CH2:48][CH2:47][CH2:46][CH:45](O)[CH2:44]3)=[N:9]2)=CC=1.[C:52]([OH:58])([C:54]([F:57])([F:56])[F:55])=[O:53]. (7) Given the product [Cl:1][C:2]1[CH:3]=[CH:4][C:5]([CH:9]=[O:10])=[C:6]([OH:8])[CH:7]=1, predict the reactants needed to synthesize it. The reactants are: [Cl:1][C:2]1[CH:3]=[CH:4][C:5]([CH2:9][OH:10])=[C:6]([OH:8])[CH:7]=1. (8) Given the product [C:45]1([NH:44][C:22](=[O:24])[CH2:21][CH2:20][C@H:19]([C@@H:18]2[C@:26]3([CH3:34])[C:15]([C:14]4[CH2:13][CH2:12][C@@H:11]5[C@:30]([C:29]=4[CH2:28][CH2:27]3)([CH3:33])[CH2:31][CH2:32][C@H:9]([O:8][Si:1]([C:4]([CH3:5])([CH3:6])[CH3:7])([CH3:3])[CH3:2])[C:10]5([CH3:36])[CH3:35])=[CH:16][CH2:17]2)[CH3:25])[CH:50]=[CH:49][CH:48]=[CH:47][CH:46]=1, predict the reactants needed to synthesize it. The reactants are: [Si:1]([O:8][C@H:9]1[CH2:32][CH2:31][C@@:30]2([CH3:33])[C@@H:11]([CH2:12][CH2:13][C:14]3[C:15]4[C@:26]([CH3:34])([CH2:27][CH2:28][C:29]=32)[C@@H:18]([C@H:19]([CH3:25])[CH2:20][CH2:21][C:22]([OH:24])=O)[CH2:17][CH:16]=4)[C:10]1([CH3:36])[CH3:35])([C:4]([CH3:7])([CH3:6])[CH3:5])([CH3:3])[CH3:2].CN1CCOCC1.[NH2:44][C:45]1[CH:50]=[CH:49][CH:48]=[CH:47][CH:46]=1. (9) The reactants are: [Cl:1][C:2]1[CH:7]=[CH:6][C:5](/[CH:8]=[CH:9]/[C:10]([O:12][C:13]([CH3:16])([CH3:15])[CH3:14])=[O:11])=[CH:4][C:3]=1[N+:17]([O-])=O.C1CCCCC1.C(OCC)(=O)C. Given the product [C:13]([O:12][C:10](=[O:11])[CH2:9][CH2:8][C:5]1[CH:6]=[CH:7][C:2]([Cl:1])=[C:3]([NH2:17])[CH:4]=1)([CH3:16])([CH3:14])[CH3:15], predict the reactants needed to synthesize it.